This data is from Reaction yield outcomes from USPTO patents with 853,638 reactions. The task is: Predict the reaction yield, written as a fraction of the theoretical maximum amount of product (1.0 means a 100% yield; for example, 0.34 means a 34% yield). The reactants are [Cl:1][C:2]1[CH:3]=[C:4]2[C:9](=[CH:10][C:11]=1[O:12][C:13]1[CH:21]=[CH:20][C:16]([C:17](O)=[O:18])=[CH:15][CH:14]=1)[O:8][CH2:7][CH2:6][CH:5]2[C:22]([O:24][CH2:25][CH3:26])=[O:23].[Cl:27][C:28]1[CH:33]=[CH:32][C:31]([CH:34]2[CH2:39][CH2:38][CH:37]([NH2:40])[CH2:36][CH2:35]2)=[CH:30][CH:29]=1.Cl.C(N=C=NCCCN(C)C)C. The catalyst is CN(C)C1C=CN=CC=1.CN(C=O)C.CCOC(C)=O. The product is [Cl:1][C:2]1[CH:3]=[C:4]2[C:9](=[CH:10][C:11]=1[O:12][C:13]1[CH:21]=[CH:20][C:16]([C:17](=[O:18])[NH:40][CH:37]3[CH2:38][CH2:39][CH:34]([C:31]4[CH:30]=[CH:29][C:28]([Cl:27])=[CH:33][CH:32]=4)[CH2:35][CH2:36]3)=[CH:15][CH:14]=1)[O:8][CH2:7][CH2:6][CH:5]2[C:22]([O:24][CH2:25][CH3:26])=[O:23]. The yield is 0.860.